This data is from Reaction yield outcomes from USPTO patents with 853,638 reactions. The task is: Predict the reaction yield, written as a fraction of the theoretical maximum amount of product (1.0 means a 100% yield; for example, 0.34 means a 34% yield). (1) The reactants are C([O:8][C:9]1[CH:14]=[CH:13][C:12]([NH:15][C:16]2[C:17](=[O:33])[N:18]([C:29]([CH3:32])([CH3:31])[CH3:30])[S:19](=[O:28])(=[O:27])[C:20]=2[C:21]2[CH:26]=[CH:25][CH:24]=[CH:23][CH:22]=2)=[CH:11][CH:10]=1)C1C=CC=CC=1.B(F)(F)F.CCOCC.CSC. The catalyst is C(Cl)Cl. The product is [C:29]([N:18]1[C:17](=[O:33])[C:16]([NH:15][C:12]2[CH:13]=[CH:14][C:9]([OH:8])=[CH:10][CH:11]=2)=[C:20]([C:21]2[CH:26]=[CH:25][CH:24]=[CH:23][CH:22]=2)[S:19]1(=[O:27])=[O:28])([CH3:32])([CH3:30])[CH3:31]. The yield is 0.420. (2) The product is [CH2:1]([C:5]1[N:6]=[C:7]([CH2:28][CH3:29])[N:8]([C:37]2[CH:36]=[CH:35][C:34]3[O:30][CH2:31][CH2:32][C:33]=3[CH:38]=2)[C:9](=[O:27])[C:10]=1[CH2:11][C:12]1[CH:17]=[CH:16][C:15]([C:18]2[C:19]([C:24]#[N:25])=[CH:20][CH:21]=[CH:22][CH:23]=2)=[CH:14][C:13]=1[F:26])[CH2:2][CH2:3][CH3:4]. The catalyst is C(OCC)(=O)C.C([O-])(=O)C.[Cu+2].C([O-])(=O)C.ClCCl. The yield is 0.790. The reactants are [CH2:1]([C:5]1[N:6]=[C:7]([CH2:28][CH3:29])[NH:8][C:9](=[O:27])[C:10]=1[CH2:11][C:12]1[CH:17]=[CH:16][C:15]([C:18]2[C:19]([C:24]#[N:25])=[CH:20][CH:21]=[CH:22][CH:23]=2)=[CH:14][C:13]=1[F:26])[CH2:2][CH2:3][CH3:4].[O:30]1[C:34]2[CH:35]=[CH:36][C:37](B(O)O)=[CH:38][C:33]=2[CH2:32][CH2:31]1.N1C=CC=CC=1.C(N(CC)CC)C. (3) The yield is 0.350. The product is [NH2:27][C:16]1[N:17]=[C:18]([N:21]2[CH2:22][CH2:23][N:24]([C:36](=[O:37])[CH2:35][O:34][C:33]3[CH:39]=[CH:40][C:30]([O:29][CH3:28])=[CH:31][CH:32]=3)[CH2:25][CH2:26]2)[C:19]2[N:20]=[C:12]([CH2:11][CH2:10][CH2:9][CH2:8][C:5]3[CH:6]=[CH:7][C:2]([F:1])=[CH:3][CH:4]=3)[S:13][C:14]=2[N:15]=1. No catalyst specified. The reactants are [F:1][C:2]1[CH:7]=[CH:6][C:5]([CH2:8][CH2:9][CH2:10][CH2:11][C:12]2[S:13][C:14]3[N:15]=[C:16]([NH2:27])[N:17]=[C:18]([N:21]4[CH2:26][CH2:25][NH:24][CH2:23][CH2:22]4)[C:19]=3[N:20]=2)=[CH:4][CH:3]=1.[CH3:28][O:29][C:30]1[CH:40]=[CH:39][C:33]([O:34][CH2:35][C:36](O)=[O:37])=[CH:32][CH:31]=1.